From a dataset of Full USPTO retrosynthesis dataset with 1.9M reactions from patents (1976-2016). Predict the reactants needed to synthesize the given product. (1) Given the product [Br:1][C:2]1[CH:3]=[C:4]2[N:9]=[C:23]([C:22]3[CH:21]=[CH:20][C:19]([O:18][CH2:17][CH2:16][N:10]4[CH2:15][CH2:14][CH2:13][CH2:12][CH2:11]4)=[CH:26][CH:25]=3)[NH:8][C:5]2=[N:6][CH:7]=1, predict the reactants needed to synthesize it. The reactants are: [Br:1][C:2]1[CH:3]=[C:4]([NH2:9])[C:5]([NH2:8])=[N:6][CH:7]=1.[N:10]1([CH2:16][CH2:17][O:18][C:19]2[CH:26]=[CH:25][C:22]([CH:23]=O)=[CH:21][CH:20]=2)[CH2:15][CH2:14][CH2:13][CH2:12][CH2:11]1. (2) Given the product [CH2:10]([O:17][C:18]1[CH:23]=[C:22]([O:24][CH2:25][C:26]2[CH:27]=[CH:28][CH:29]=[CH:30][CH:31]=2)[CH:21]=[CH:20][C:19]=1[CH:32]1[CH2:37][CH2:36][N:35]([C:1]([C:2]2[CH:7]=[CH:6][CH:5]=[CH:4][CH:3]=2)=[O:8])[CH2:34][CH2:33]1)[C:11]1[CH:12]=[CH:13][CH:14]=[CH:15][CH:16]=1, predict the reactants needed to synthesize it. The reactants are: [C:1](Cl)(=[O:8])[C:2]1[CH:7]=[CH:6][CH:5]=[CH:4][CH:3]=1.[CH2:10]([O:17][C:18]1[CH:23]=[C:22]([O:24][CH2:25][C:26]2[CH:31]=[CH:30][CH:29]=[CH:28][CH:27]=2)[CH:21]=[CH:20][C:19]=1[CH:32]1[CH2:37][CH2:36][NH:35][CH2:34][CH2:33]1)[C:11]1[CH:16]=[CH:15][CH:14]=[CH:13][CH:12]=1. (3) Given the product [Si:3]([O:20][CH2:21][CH2:22][O:23][CH2:24][C@H:25]([O:36][C:38]1[C:39]2[N:46]=[N:45][N:44]([C:47]3[CH:52]=[CH:51][CH:50]=[CH:49][C:48]=3[Cl:53])[C:40]=2[N:41]=[CH:42][N:43]=1)[C:26]([NH:28][C:29]1[CH:34]=[CH:33][C:32]([Cl:35])=[CH:31][N:30]=1)=[O:27])([C:16]([CH3:17])([CH3:18])[CH3:19])([C:10]1[CH:11]=[CH:12][CH:13]=[CH:14][CH:15]=1)[C:4]1[CH:5]=[CH:6][CH:7]=[CH:8][CH:9]=1, predict the reactants needed to synthesize it. The reactants are: [H-].[Na+].[Si:3]([O:20][CH2:21][CH2:22][O:23][CH2:24][C@H:25]([OH:36])[C:26]([NH:28][C:29]1[CH:34]=[CH:33][C:32]([Cl:35])=[CH:31][N:30]=1)=[O:27])([C:16]([CH3:19])([CH3:18])[CH3:17])([C:10]1[CH:15]=[CH:14][CH:13]=[CH:12][CH:11]=1)[C:4]1[CH:9]=[CH:8][CH:7]=[CH:6][CH:5]=1.Cl[C:38]1[C:39]2[N:46]=[N:45][N:44]([C:47]3[CH:52]=[CH:51][CH:50]=[CH:49][C:48]=3[Cl:53])[C:40]=2[N:41]=[CH:42][N:43]=1.C(O)(=O)CC(CC(O)=O)(C(O)=O)O. (4) Given the product [Cl:1][C:2]1[N:7]=[C:6]2[N:8]([CH:17]3[CH2:18][CH2:19][CH2:20][CH2:21][O:16]3)[N:9]=[CH:10][C:5]2=[CH:4][N:3]=1, predict the reactants needed to synthesize it. The reactants are: [Cl:1][C:2]1[N:7]=[C:6]2[NH:8][N:9]=[CH:10][C:5]2=[CH:4][N:3]=1.CS(O)(=O)=O.[O:16]1[CH:21]=[CH:20][CH2:19][CH2:18][CH2:17]1. (5) The reactants are: Cl[C:2]1[C:11]2[C:6](=[CH:7][CH:8]=[CH:9][CH:10]=2)[C:5]2=[N:12][N:13]=[C:14]([C:15]3[CH:20]=[CH:19][CH:18]=[CH:17][CH:16]=3)[N:4]2[N:3]=1.[OH2:21].Cl.[OH-:23].[Na+].[CH3:25]S(C)=O. Given the product [C:15]1([C:14]2[N:4]3[N:3]=[C:2]([C:25]([OH:23])=[O:21])[C:11]4[C:6]([C:5]3=[N:12][N:13]=2)=[CH:7][CH:8]=[CH:9][CH:10]=4)[CH:20]=[CH:19][CH:18]=[CH:17][CH:16]=1, predict the reactants needed to synthesize it. (6) Given the product [Cl:25][C:19]1[CH:20]=[C:21]([Cl:24])[CH:22]=[CH:23][C:18]=1[N:14]([CH:15]([CH3:17])[CH3:16])[C:13]([C:12]1[CH:11]=[C:10]([C:27]2[CH:32]=[CH:31][CH:30]=[CH:29][CH:28]=2)[S:9][C:8]=1[C:6]([OH:7])=[O:5])=[O:26], predict the reactants needed to synthesize it. The reactants are: C([O:5][C:6]([C:8]1[S:9][C:10]([C:27]2[CH:32]=[CH:31][CH:30]=[CH:29][CH:28]=2)=[CH:11][C:12]=1[C:13](=[O:26])[N:14]([C:18]1[CH:23]=[CH:22][C:21]([Cl:24])=[CH:20][C:19]=1[Cl:25])[CH:15]([CH3:17])[CH3:16])=[O:7])(C)(C)C.FC(F)(F)C(O)=O.